From a dataset of CYP2C19 inhibition data for predicting drug metabolism from PubChem BioAssay. Regression/Classification. Given a drug SMILES string, predict its absorption, distribution, metabolism, or excretion properties. Task type varies by dataset: regression for continuous measurements (e.g., permeability, clearance, half-life) or binary classification for categorical outcomes (e.g., BBB penetration, CYP inhibition). Dataset: cyp2c19_veith. (1) The compound is COc1nc(C)nc(Cl)c1NC1=NCCN1. The result is 0 (non-inhibitor). (2) The molecule is CO[C@@H]1COC(=O)[C@H](C)NC(=O)[C@@H](C)COC(=O)[C@H](C)NC(=O)C/C=C\[C@H]1C. The result is 0 (non-inhibitor). (3) The compound is Cc1ccc(-c2csc(Cc3nc(-c4cc5ccccc5oc4=O)cs3)n2)cc1. The result is 1 (inhibitor).